From a dataset of Peptide-MHC class I binding affinity with 185,985 pairs from IEDB/IMGT. Regression. Given a peptide amino acid sequence and an MHC pseudo amino acid sequence, predict their binding affinity value. This is MHC class I binding data. (1) The peptide sequence is LVLKYDPL. The MHC is H-2-Db with pseudo-sequence H-2-Db. The binding affinity (normalized) is 0.155. (2) The peptide sequence is QLEVRSTEV. The MHC is HLA-A26:01 with pseudo-sequence HLA-A26:01. The binding affinity (normalized) is 0.0847. (3) The peptide sequence is TTLLNETAK. The MHC is HLA-A33:01 with pseudo-sequence HLA-A33:01. The binding affinity (normalized) is 0.169. (4) The peptide sequence is DRLASTVIY. The MHC is HLA-B18:01 with pseudo-sequence HLA-B18:01. The binding affinity (normalized) is 0.0847. (5) The peptide sequence is PYYFANNKF. The MHC is HLA-A29:02 with pseudo-sequence HLA-A29:02. The binding affinity (normalized) is 0.122. (6) The peptide sequence is MELPTGVHA. The MHC is HLA-B44:02 with pseudo-sequence HLA-B44:02. The binding affinity (normalized) is 0.172. (7) The peptide sequence is AYIDNYNKV. The MHC is HLA-B08:01 with pseudo-sequence HLA-B08:01. The binding affinity (normalized) is 0.